Dataset: Full USPTO retrosynthesis dataset with 1.9M reactions from patents (1976-2016). Task: Predict the reactants needed to synthesize the given product. (1) The reactants are: [N:1]1[CH:6]=[CH:5][CH:4]=[C:3]([N:7]2[CH:11]=[C:10]([C:12]3[N:17]=[C:16]([S:18]([NH2:21])(=[O:20])=[O:19])[CH:15]=[CH:14][CH:13]=3)[CH:9]=[N:8]2)[CH:2]=1.[H-].[Na+].[C:24](Cl)(=[O:26])[CH3:25]. Given the product [N:1]1[CH:6]=[CH:5][CH:4]=[C:3]([N:7]2[CH:11]=[C:10]([C:12]3[N:17]=[C:16]([S:18]([NH:21][C:24](=[O:26])[CH3:25])(=[O:19])=[O:20])[CH:15]=[CH:14][CH:13]=3)[CH:9]=[N:8]2)[CH:2]=1, predict the reactants needed to synthesize it. (2) The reactants are: [F:1][C:2]1[CH:3]=[C:4]([C:9]2[N:18]=[C:17]([O:19][CH:20]3[CH2:37][CH:36]4[CH:22]([C:23](=[O:43])[N:24]([CH3:42])[CH2:25][CH2:26][CH2:27][CH2:28][CH:29]=[CH:30][CH:31]5[C:33]([C:39](O)=[O:40])([NH:34][C:35]4=[O:38])[CH2:32]5)[CH2:21]3)[C:16]3[C:11](=[C:12]([CH3:46])[C:13]([O:44][CH3:45])=[CH:14][CH:15]=3)[N:10]=2)[CH:5]=[C:6]([F:8])[CH:7]=1.[CH:47]1([S:50]([NH2:53])(=[O:52])=[O:51])[CH2:49][CH2:48]1. Given the product [F:8][C:6]1[CH:5]=[C:4]([C:9]2[N:18]=[C:17]([O:19][CH:20]3[CH2:37][CH:36]4[CH:22]([C:23](=[O:43])[N:24]([CH3:42])[CH2:25][CH2:26][CH2:27][CH2:28][CH:29]=[CH:30][CH:31]5[C:33]([C:39]([NH:53][S:50]([CH:47]6[CH2:49][CH2:48]6)(=[O:52])=[O:51])=[O:40])([NH:34][C:35]4=[O:38])[CH2:32]5)[CH2:21]3)[C:16]3[C:11](=[C:12]([CH3:46])[C:13]([O:44][CH3:45])=[CH:14][CH:15]=3)[N:10]=2)[CH:3]=[C:2]([F:1])[CH:7]=1, predict the reactants needed to synthesize it.